From a dataset of Reaction yield outcomes from USPTO patents with 853,638 reactions. Predict the reaction yield, written as a fraction of the theoretical maximum amount of product (1.0 means a 100% yield; for example, 0.34 means a 34% yield). (1) The reactants are [O:1]1[C:5]2[CH:6]=[CH:7][C:8]([C:10]3[S:11][CH:12]=[C:13]([C:15]([OH:17])=O)[N:14]=3)=[CH:9][C:4]=2[CH2:3][CH2:2]1.[CH3:18][N:19]1[CH2:24][CH2:23][N:22]([C:25]2[S:29][C:28]([NH2:30])=[N:27][N:26]=2)[CH2:21][CH2:20]1.CN(C(ON1N=NC2C=CC=CC1=2)=[N+](C)C)C.F[P-](F)(F)(F)(F)F. The catalyst is N1C=CC=CC=1. The product is [O:1]1[C:5]2[CH:6]=[CH:7][C:8]([C:10]3[S:11][CH:12]=[C:13]([C:15]([NH:30][C:28]4[S:29][C:25]([N:22]5[CH2:23][CH2:24][N:19]([CH3:18])[CH2:20][CH2:21]5)=[N:26][N:27]=4)=[O:17])[N:14]=3)=[CH:9][C:4]=2[CH2:3][CH2:2]1. The yield is 0.710. (2) The reactants are [Cl:1][C:2]1[CH:3]=[C:4]([F:13])[C:5]([C:8]([CH3:12])([CH3:11])[C:9]#[N:10])=[N:6][CH:7]=1. The catalyst is O1CCCC1. The product is [Cl:1][C:2]1[CH:3]=[C:4]([F:13])[C:5]([C:8]([CH3:11])([CH3:12])[CH2:9][NH2:10])=[N:6][CH:7]=1. The yield is 0.740. (3) The reactants are [CH:1]([C:4]1[CH:9]=[CH:8][C:7]([C:10]2[C:14]3[C:15]([CH3:21])=[C:16]([CH3:20])[C:17]([CH3:19])=[CH:18][C:13]=3[O:12][CH:11]=2)=[CH:6][CH:5]=1)([CH3:3])[CH3:2]. The catalyst is CO. The product is [CH:1]([C:4]1[CH:5]=[CH:6][C:7]([CH:10]2[C:14]3[C:15]([CH3:21])=[C:16]([CH3:20])[C:17]([CH3:19])=[CH:18][C:13]=3[O:12][CH2:11]2)=[CH:8][CH:9]=1)([CH3:3])[CH3:2]. The yield is 0.740. (4) The reactants are C(OC([N:8]1[CH2:12][CH2:11][CH2:10][C@@H:9]1[CH2:13][O:14][C:15]1[CH:20]=[CH:19][C:18]([C:21](=[O:28])[C:22]2[CH:27]=[CH:26][CH:25]=[CH:24][CH:23]=2)=[CH:17][CH:16]=1)=O)(C)(C)C.Cl. The catalyst is O1CCOCC1. The product is [C:22]1([C:21]([C:18]2[CH:19]=[CH:20][C:15]([O:14][CH2:13][C@H:9]3[CH2:10][CH2:11][CH2:12][NH:8]3)=[CH:16][CH:17]=2)=[O:28])[CH:23]=[CH:24][CH:25]=[CH:26][CH:27]=1. The yield is 0.990. (5) The reactants are [F:1][C:2]([F:36])([F:35])[C:3]1[CH:34]=[CH:33][C:6]([CH2:7][N:8]2[C:31](=[O:32])[N:11]3[NH:12][CH:13]([CH3:30])[C:14]([C:23]4[CH:28]=[CH:27][C:26]([Cl:29])=[CH:25][CH:24]=4)=[C:15]([C:16]4[CH:21]=[CH:20][C:19]([Cl:22])=[CH:18][CH:17]=4)[C:10]3=[N:9]2)=[CH:5][CH:4]=1.C([O-])([O-])=O.[K+].[K+].[CH2:43](Br)[C:44]1[CH:49]=[CH:48][CH:47]=[CH:46][CH:45]=1. The catalyst is CN(C=O)C. The product is [F:36][C:2]([F:35])([F:1])[C:3]1[CH:4]=[CH:5][C:6]([CH2:7][N:8]2[C:31](=[O:32])[N:11]3[N:12]([CH2:43][C:44]4[CH:49]=[CH:48][CH:47]=[CH:46][CH:45]=4)[CH:13]([CH3:30])[C:14]([C:23]4[CH:28]=[CH:27][C:26]([Cl:29])=[CH:25][CH:24]=4)=[C:15]([C:16]4[CH:17]=[CH:18][C:19]([Cl:22])=[CH:20][CH:21]=4)[C:10]3=[N:9]2)=[CH:33][CH:34]=1. The yield is 0.110.